From a dataset of Reaction yield outcomes from USPTO patents with 853,638 reactions. Predict the reaction yield, written as a fraction of the theoretical maximum amount of product (1.0 means a 100% yield; for example, 0.34 means a 34% yield). (1) The reactants are N1[C:9]2[C:4](=[CH:5]C=[CH:7][C:8]=2[C:10](O)=O)[CH:3]=C1.[CH:13]1[CH:18]=[N:17][C:16]2N(O)N=N[C:15]=2[CH:14]=1.CCN=C=N[CH2:28][CH2:29][CH2:30]N(C)C.[CH2:34](N(CC)CC)C.[CH3:41][N:42]([CH:44]=[O:45])[CH3:43]. No catalyst specified. The product is [NH:17]1[C:16]2[C:28](=[CH:29][CH:30]=[CH:14][C:15]=2[C:44]([N:42]2[CH2:43][C:8]3([CH3:7])[CH2:10][CH:41]2[CH2:34][C:4]([CH3:3])([CH3:5])[CH2:9]3)=[O:45])[CH:13]=[CH:18]1. The yield is 0.470. (2) The reactants are [ClH:1].[CH3:2][O:3][C:4]1[CH:5]=[C:6]2[C:10](=[CH:11][CH:12]=1)[NH:9][C:8](=[O:13])[C@:7]12[CH2:15][C@H:14]1[C:16]1[CH:24]=[C:23]2[C:19]([C:20]([C:25]3[CH:26]=[N:27][C:28]([N:31]4[CH2:36][CH2:35][N:34]([CH3:37])[CH2:33][CH2:32]4)=[CH:29][CH:30]=3)=[N:21][NH:22]2)=[CH:18][CH:17]=1. The catalyst is CO.C(Cl)Cl. The product is [ClH:1].[ClH:1].[CH3:2][O:3][C:4]1[CH:5]=[C:6]2[C:10](=[CH:11][CH:12]=1)[NH:9][C:8](=[O:13])[C@:7]12[CH2:15][C@H:14]1[C:16]1[CH:24]=[C:23]2[C:19]([C:20]([C:25]3[CH:26]=[N:27][C:28]([N:31]4[CH2:32][CH2:33][N:34]([CH3:37])[CH2:35][CH2:36]4)=[CH:29][CH:30]=3)=[N:21][NH:22]2)=[CH:18][CH:17]=1. The yield is 0.880. (3) The reactants are [Br:1][C:2]1[N:7]=[CH:6][C:5]([N:8]2[CH2:15][C@@H:14]3[C@@H:10]([NH:11][CH2:12][CH2:13]3)[CH2:9]2)=[CH:4][C:3]=1[CH2:16][O:17][CH3:18].[C:19]([OH:26])(=[O:25])/[CH:20]=[CH:21]/[C:22]([OH:24])=[O:23]. No catalyst specified. The product is [C:19]([OH:26])(=[O:25])/[CH:20]=[CH:21]/[C:22]([OH:24])=[O:23].[Br:1][C:2]1[N:7]=[CH:6][C:5]([N:8]2[CH2:15][C@@H:14]3[C@@H:10]([NH:11][CH2:12][CH2:13]3)[CH2:9]2)=[CH:4][C:3]=1[CH2:16][O:17][CH3:18]. The yield is 0.780. (4) The reactants are I[C:2]1[C:3]([NH2:9])=[N:4][C:5]([NH2:8])=[CH:6][CH:7]=1.[CH3:10][Si:11]([C:14]#[CH:15])([CH3:13])[CH3:12]. The catalyst is [Cu]I.C1C=CC([P]([Pd]([P](C2C=CC=CC=2)(C2C=CC=CC=2)C2C=CC=CC=2)([P](C2C=CC=CC=2)(C2C=CC=CC=2)C2C=CC=CC=2)[P](C2C=CC=CC=2)(C2C=CC=CC=2)C2C=CC=CC=2)(C2C=CC=CC=2)C2C=CC=CC=2)=CC=1.CN1CCCC1=O. The product is [CH3:10][Si:11]([C:14]#[C:15][C:2]1[C:3]([NH2:9])=[N:4][C:5]([NH2:8])=[CH:6][CH:7]=1)([CH3:13])[CH3:12]. The yield is 0.600. (5) The reactants are [Cl:1][C:2]1[CH:7]=[C:6]([C:8]2[CH:12]=[C:11]([NH2:13])[NH:10][N:9]=2)[CH:5]=[CH:4][N:3]=1.[CH3:14]NN. No catalyst specified. The product is [Cl:1][C:2]1[CH:7]=[C:6]([C:8]2[CH:12]=[C:11]([NH2:13])[N:10]([CH3:14])[N:9]=2)[CH:5]=[CH:4][N:3]=1. The yield is 0.890.